From a dataset of Catalyst prediction with 721,799 reactions and 888 catalyst types from USPTO. Predict which catalyst facilitates the given reaction. (1) Reactant: [H-].[Na+].[O:3]=[C:4]1[NH:13][C:12]2[C:7](=[CH:8][CH:9]=[CH:10][CH:11]=2)[N:6]=[C:5]1[C:14]1[C:22]2[C:17](=[CH:18][CH:19]=[CH:20][CH:21]=2)[N:16]([CH2:23][CH2:24][CH2:25][N:26]2[C:34](=[O:35])[C:33]3C(=CC=CC=3)C2=O)[CH:15]=1.CI.[CH2:39]([O:41]CC)C. Product: [C:34]([O-:35])(=[O:41])[CH3:33].[CH3:39][N:13]1[C:12]2[C:7](=[CH:8][CH:9]=[CH:10][CH:11]=2)[N:6]=[C:5]([C:14]2[C:22]3[C:17](=[CH:18][CH:19]=[CH:20][CH:21]=3)[N:16]([CH2:23][CH2:24][CH2:25][NH3+:26])[CH:15]=2)[C:4]1=[O:3]. The catalyst class is: 9. (2) Reactant: [Cu]C#N.[Br-].[Li+].[Br-].[C:7]([C:9]1[C:14]([Zn+])=[CH:13][CH:12]=[CH:11][N:10]=1)#[N:8].[Br:16][C:17]1[CH:18]=[C:19]([CH:23]=[CH:24][C:25]=1[O:26][CH3:27])[C:20](Cl)=[O:21]. Product: [Br:16][C:17]1[CH:18]=[C:19]([CH:23]=[CH:24][C:25]=1[O:26][CH3:27])[C:20]([C:14]1[C:9]([C:7]#[N:8])=[N:10][CH:11]=[CH:12][CH:13]=1)=[O:21]. The catalyst class is: 1. (3) Reactant: [Br:1][C:2]1[CH:11]=[CH:10][CH:9]=[C:8]2[C:3]=1[CH:4]=[CH:5][CH:6]=[N:7]2.C1C=C(Cl)C=C(C(OO)=[O:20])C=1.[OH-].[Na+]. Product: [Br:1][C:2]1[CH:11]=[CH:10][CH:9]=[C:8]2[C:3]=1[CH:4]=[CH:5][CH:6]=[N+:7]2[O-:20]. The catalyst class is: 2. (4) The catalyst class is: 4. Product: [F:5][C:6]1[CH:11]=[C:10]([C:12]([F:14])([F:15])[F:13])[C:9]([N+:16]([O-:18])=[O:17])=[CH:8][C:7]=1[OH:19]. Reactant: B(Br)(Br)Br.[F:5][C:6]1[CH:11]=[C:10]([C:12]([F:15])([F:14])[F:13])[C:9]([N+:16]([O-:18])=[O:17])=[CH:8][C:7]=1[O:19]C.O.Cl. (5) Reactant: C[Si](C)(C)[N-][Si](C)(C)C.[Li+].[C:11]([O:15][C:16]([NH:18][C@H:19]1[CH2:23][C@@H:22]([C:24]([O:26][CH3:27])=[O:25])[CH:21]=[CH:20]1)=[O:17])([CH3:14])([CH3:13])[CH3:12].C(Cl)(Cl)(Cl)Cl.C(=O)=O.[CH3:36][C:37]([CH3:39])=[O:38]. Product: [C:11]([O:15][C:16]([NH:18][C@H:19]1[CH2:23][C@@:22]([C:37]([OH:38])([CH3:39])[CH3:36])([C:24]([O:26][CH3:27])=[O:25])[CH:21]=[CH:20]1)=[O:17])([CH3:14])([CH3:13])[CH3:12]. The catalyst class is: 1.